This data is from Forward reaction prediction with 1.9M reactions from USPTO patents (1976-2016). The task is: Predict the product of the given reaction. (1) Given the reactants Br[C:2]1[C:3]([C:16]2[CH:21]=[CH:20][CH:19]=[CH:18][CH:17]=2)=[N:4][C:5]2[C:10]([N:11]=1)=[CH:9][C:8]([C:12]([O:14][CH3:15])=[O:13])=[CH:7][CH:6]=2.[CH3:22][O:23][C:24]1[CH:29]=[CH:28][C:27]([N:30]2[CH2:35][CH2:34][NH:33][CH2:32][CH2:31]2)=[CH:26][CH:25]=1.CCN(C(C)C)C(C)C, predict the reaction product. The product is: [CH3:22][O:23][C:24]1[CH:25]=[CH:26][C:27]([N:30]2[CH2:35][CH2:34][N:33]([C:2]3[C:3]([C:16]4[CH:21]=[CH:20][CH:19]=[CH:18][CH:17]=4)=[N:4][C:5]4[C:10]([N:11]=3)=[CH:9][C:8]([C:12]([O:14][CH3:15])=[O:13])=[CH:7][CH:6]=4)[CH2:32][CH2:31]2)=[CH:28][CH:29]=1. (2) Given the reactants C[O:2][C:3]([C:5]1[CH:19]=[CH:18][C:8]2[CH:9]=[C:10]([C:12]3[CH:17]=[CH:16][CH:15]=[CH:14][CH:13]=3)[O:11][C:7]=2[CH:6]=1)=[O:4].O[Li].O, predict the reaction product. The product is: [C:12]1([C:10]2[O:11][C:7]3[CH:6]=[C:5]([C:3]([OH:4])=[O:2])[CH:19]=[CH:18][C:8]=3[CH:9]=2)[CH:13]=[CH:14][CH:15]=[CH:16][CH:17]=1. (3) Given the reactants [C:1]([O:5][C:6]([N:8]1[CH2:13][CH2:12][CH2:11][C@H:10]([CH2:14][OH:15])[CH2:9]1)=[O:7])([CH3:4])([CH3:3])[CH3:2].[CH3:16][S:17](Cl)(=[O:19])=[O:18], predict the reaction product. The product is: [CH3:16][S:17]([O:15][CH2:14][C@H:10]1[CH2:11][CH2:12][CH2:13][N:8]([C:6]([O:5][C:1]([CH3:4])([CH3:3])[CH3:2])=[O:7])[CH2:9]1)(=[O:19])=[O:18]. (4) Given the reactants [N+:1]([C:4]1[CH:9]=[C:8](/[CH:10]=[CH:11]/[C:12]([O:14][CH3:15])=[O:13])[CH:7]=[CH:6][C:5]=1[C:16]1[CH:21]=[CH:20][CH:19]=[CH:18][CH:17]=1)([O-])=O, predict the reaction product. The product is: [NH2:1][C:4]1[CH:9]=[C:8]([CH2:10][CH2:11][C:12]([O:14][CH3:15])=[O:13])[CH:7]=[CH:6][C:5]=1[C:16]1[CH:17]=[CH:18][CH:19]=[CH:20][CH:21]=1.